From a dataset of Reaction yield outcomes from USPTO patents with 853,638 reactions. Predict the reaction yield, written as a fraction of the theoretical maximum amount of product (1.0 means a 100% yield; for example, 0.34 means a 34% yield). The yield is 0.430. The catalyst is C1COCC1. The product is [CH2:14]([O:13][C:10]1[CH:11]=[CH:12][C:7]([C:6]([NH:5][CH2:4][CH2:3][NH:2][C:56]([C:55]2[C:51]([CH3:50])=[N:52][N:53]([C:59]3[CH:60]=[CH:61][CH:62]=[CH:63][CH:64]=3)[CH:54]=2)=[O:57])=[O:16])=[CH:8][CH:9]=1)[CH3:15]. The reactants are Cl.[NH2:2][CH2:3][CH2:4][NH:5][C:6](=[O:16])[C:7]1[CH:12]=[CH:11][C:10]([O:13][CH2:14][CH3:15])=[CH:9][CH:8]=1.CCN(C(C)C)C(C)C.CN(C(ON1N=NC2C=CC=NC1=2)=[N+](C)C)C.F[P-](F)(F)(F)(F)F.[CH3:50][C:51]1[C:55]([C:56](O)=[O:57])=[CH:54][N:53]([C:59]2[CH:64]=[CH:63][CH:62]=[CH:61][CH:60]=2)[N:52]=1.